This data is from Full USPTO retrosynthesis dataset with 1.9M reactions from patents (1976-2016). The task is: Predict the reactants needed to synthesize the given product. Given the product [CH2:20]([O:11][C:10](=[O:12])[C@H:2]([CH2:3][C:4]1[CH:9]=[CH:8][CH:7]=[CH:6][CH:5]=1)[N:1]([CH2:3][C:4]1[CH:9]=[CH:8][CH:7]=[CH:6][CH:5]=1)[CH2:20][C:21]1[CH:26]=[CH:25][CH:24]=[CH:23][CH:22]=1)[C:21]1[CH:26]=[CH:25][CH:24]=[CH:23][CH:22]=1, predict the reactants needed to synthesize it. The reactants are: [NH2:1][C@H:2]([C:10]([OH:12])=[O:11])[CH2:3][C:4]1[CH:9]=[CH:8][CH:7]=[CH:6][CH:5]=1.C(=O)([O-])[O-].[K+].[K+].O.[CH2:20](Cl)[C:21]1[CH:26]=[CH:25][CH:24]=[CH:23][CH:22]=1.